From a dataset of Catalyst prediction with 721,799 reactions and 888 catalyst types from USPTO. Predict which catalyst facilitates the given reaction. (1) The catalyst class is: 7. Product: [N:1]1([C:8](=[O:9])[CH2:7][C:6](=[O:10])[CH3:5])[CH2:4][CH2:3][CH2:2]1. Reactant: [NH:1]1[CH2:4][CH2:3][CH2:2]1.[CH2:5]=[C:6]1[O:10][C:8](=[O:9])[CH2:7]1. (2) Reactant: [S:1]1[CH:5]=[CH:4][N:3]=[C:2]1[NH:6][S:7]([C:10]1[CH:15]=[CH:14][C:13]([C:16]2[CH:21]=[CH:20][C:19]([N+:22]([O-])=O)=[CH:18][CH:17]=2)=[CH:12][CH:11]=1)(=[O:9])=[O:8]. Product: [S:1]1[CH:5]=[CH:4][N:3]=[C:2]1[NH:6][S:7]([C:10]1[CH:11]=[CH:12][C:13]([C:16]2[CH:21]=[CH:20][C:19]([NH2:22])=[CH:18][CH:17]=2)=[CH:14][CH:15]=1)(=[O:9])=[O:8]. The catalyst class is: 5. (3) Reactant: [OH-].[Na+].[CH3:3][N:4]([C:13]1[CH:14]=[C:15]([C:19]2[CH:24]=[CH:23][C:22](/[CH:25]=[C:26](\[CH2:32][CH3:33])/[C:27]([O:29]CC)=[O:28])=[CH:21][CH:20]=2)[CH:16]=[CH:17][CH:18]=1)[C:5]([NH:7][CH2:8][CH2:9][CH2:10][CH2:11][CH3:12])=[O:6]. Product: [CH3:3][N:4]([C:13]1[CH:14]=[C:15]([C:19]2[CH:24]=[CH:23][C:22](/[CH:25]=[C:26](\[CH2:32][CH3:33])/[C:27]([OH:29])=[O:28])=[CH:21][CH:20]=2)[CH:16]=[CH:17][CH:18]=1)[C:5]([NH:7][CH2:8][CH2:9][CH2:10][CH2:11][CH3:12])=[O:6]. The catalyst class is: 621. (4) Reactant: [OH:1][CH2:2][C@@H:3]1[CH2:7][C@H:6]([O:8][S:9]([CH3:12])(=[O:11])=[O:10])[CH2:5][N:4]1[C:13]([O:15][C:16]([CH3:19])([CH3:18])[CH3:17])=[O:14].N1C=CN=C1.[C:25]([Si:29](Cl)([C:36]1[CH:41]=[CH:40][CH:39]=[CH:38][CH:37]=1)[C:30]1[CH:35]=[CH:34][CH:33]=[CH:32][CH:31]=1)([CH3:28])([CH3:27])[CH3:26]. Product: [Si:29]([O:1][CH2:2][C@@H:3]1[CH2:7][C@H:6]([O:8][S:9]([CH3:12])(=[O:10])=[O:11])[CH2:5][N:4]1[C:13]([O:15][C:16]([CH3:19])([CH3:18])[CH3:17])=[O:14])([C:25]([CH3:28])([CH3:27])[CH3:26])([C:36]1[CH:37]=[CH:38][CH:39]=[CH:40][CH:41]=1)[C:30]1[CH:35]=[CH:34][CH:33]=[CH:32][CH:31]=1. The catalyst class is: 4. (5) Reactant: Br[C:2]1([CH2:13][C:14]2[CH:19]=[CH:18][CH:17]=[C:16]([Cl:20])[CH:15]=2)[C:10]2[C:5](=[CH:6][C:7]([Cl:11])=[CH:8][CH:9]=2)[NH:4][C:3]1=[O:12].[C:21]1([NH:27][CH2:28][C:29]([NH2:31])=[O:30])[CH:26]=[CH:25][CH:24]=[CH:23][CH:22]=1.C([O-])([O-])=O.[K+].[K+].O. Product: [Cl:11][C:7]1[CH:6]=[C:5]2[C:10]([C:2]([N:27]([C:21]3[CH:26]=[CH:25][CH:24]=[CH:23][CH:22]=3)[CH2:28][C:29]([NH2:31])=[O:30])([CH2:13][C:14]3[CH:19]=[CH:18][CH:17]=[C:16]([Cl:20])[CH:15]=3)[C:3](=[O:12])[NH:4]2)=[CH:9][CH:8]=1. The catalyst class is: 3. (6) Reactant: Cl[C:2]1[C:11]([CH2:12][OH:13])=[CH:10][C:9]2[C:4](=[CH:5][CH:6]=[C:7]([F:14])[CH:8]=2)[N:3]=1.C([O-])([O-])=O.[K+].[K+].[C:21]1([CH3:30])[CH:26]=[CH:25][CH:24]=[CH:23][C:22]=1B(O)O. Product: [F:14][C:7]1[CH:8]=[C:9]2[C:4](=[CH:5][CH:6]=1)[N:3]=[C:2]([C:22]1[CH:23]=[CH:24][CH:25]=[CH:26][C:21]=1[CH3:30])[C:11]([CH2:12][OH:13])=[CH:10]2. The catalyst class is: 108. (7) Reactant: [C:1]([O:4][C@H:5]1[C@H:10]([O:11][C:12](=[O:14])[CH3:13])[C@@H:9]([O:15][C:16](=[O:18])[CH3:17])[C@H:8]([C:19]2[CH:24]=[C:23]([CH2:25][C:26]3[CH:31]=[CH:30][C:29]([CH2:32][CH3:33])=[CH:28][CH:27]=3)[C:22]([Cl:34])=[CH:21][C:20]=2[CH2:35][CH2:36][O:37][CH2:38][CH:39]=[O:40])[O:7][C@@H:6]1[CH2:41][O:42][C:43](=[O:45])[CH3:44])(=[O:3])[CH3:2].[BH4-].[Na+].CO. Product: [C:1]([O:4][C@H:5]1[C@H:10]([O:11][C:12](=[O:14])[CH3:13])[C@@H:9]([O:15][C:16](=[O:18])[CH3:17])[C@H:8]([C:19]2[CH:24]=[C:23]([CH2:25][C:26]3[CH:31]=[CH:30][C:29]([CH2:32][CH3:33])=[CH:28][CH:27]=3)[C:22]([Cl:34])=[CH:21][C:20]=2[CH2:35][CH2:36][O:37][CH2:38][CH2:39][OH:40])[O:7][C@@H:6]1[CH2:41][O:42][C:43](=[O:45])[CH3:44])(=[O:3])[CH3:2]. The catalyst class is: 1.